This data is from Peptide-MHC class I binding affinity with 185,985 pairs from IEDB/IMGT. The task is: Regression. Given a peptide amino acid sequence and an MHC pseudo amino acid sequence, predict their binding affinity value. This is MHC class I binding data. (1) The peptide sequence is RPAPARLPL. The MHC is HLA-B83:01 with pseudo-sequence HLA-B83:01. The binding affinity (normalized) is 0.579. (2) The peptide sequence is AVYLLDGLR. The MHC is HLA-A26:03 with pseudo-sequence HLA-A26:03. The binding affinity (normalized) is 0.466. (3) The peptide sequence is ASPLSSIFSR. The MHC is Patr-A0301 with pseudo-sequence Patr-A0301. The binding affinity (normalized) is 0.842. (4) The peptide sequence is AGADTSEVHW. The binding affinity (normalized) is 0.214. The MHC is HLA-B44:02 with pseudo-sequence HLA-B44:02. (5) The peptide sequence is TMLVRQMTK. The MHC is HLA-A02:11 with pseudo-sequence HLA-A02:11. The binding affinity (normalized) is 0.0847. (6) The peptide sequence is SEFWLNYTA. The MHC is HLA-B08:03 with pseudo-sequence HLA-B08:03. The binding affinity (normalized) is 0.0847.